This data is from Forward reaction prediction with 1.9M reactions from USPTO patents (1976-2016). The task is: Predict the product of the given reaction. (1) Given the reactants [O:1]1[CH2:3][C@H:2]1[C:4]([O-:6])=[O:5].[K+:7].O.[NH2:9][NH2:10], predict the reaction product. The product is: [NH:9]([CH2:3][C@H:2]([OH:1])[C:4]([O-:6])=[O:5])[NH2:10].[K+:7]. (2) The product is: [CH2:1]([N:3]1[CH2:8][CH2:7][N:6]([CH2:14][C:13]2[CH:16]=[CH:17][C:10]([NH2:9])=[C:11]([N+:18]([O-:20])=[O:19])[CH:12]=2)[CH2:5][CH2:4]1)[CH3:2]. Given the reactants [CH2:1]([N:3]1[CH2:8][CH2:7][NH:6][CH2:5][CH2:4]1)[CH3:2].[NH2:9][C:10]1[CH:17]=[CH:16][C:13]([CH:14]=O)=[CH:12][C:11]=1[N+:18]([O-:20])=[O:19].[BH4-].[Na+], predict the reaction product. (3) The product is: [C:1]([O:5][C@@H:6]([C:11]1[C:40]([CH3:41])=[C:39]([CH:42]([OH:43])[CH3:52])[C:38]2=[N:44][C:35]3=[CH:36][N:37]2[C:12]=1[N:13]1[CH2:14][CH2:15][C:16]([CH3:51])([O:17][CH2:18][CH2:19][CH2:20][CH2:21][C@H:22]([CH3:48])[O:23][C:24]2[CH:25]=[CH:26][C:27]([F:47])=[C:28]([F:46])[C:29]=2[C:30]2[CH:45]=[C:34]3[CH:33]=[CH:32][CH:31]=2)[CH2:49][CH2:50]1)[C:7]([O:9][CH3:10])=[O:8])([CH3:4])([CH3:2])[CH3:3]. Given the reactants [C:1]([O:5][C@@H:6]([C:11]1[C:40]([CH3:41])=[C:39]([CH:42]=[O:43])[C:38]2=[N:44][C:35]3=[CH:36][N:37]2[C:12]=1[N:13]1[CH2:50][CH2:49][C:16]([CH3:51])([O:17][CH2:18][CH2:19][CH2:20][CH2:21][C@H:22]([CH3:48])[O:23][C:24]2[CH:25]=[CH:26][C:27]([F:47])=[C:28]([F:46])[C:29]=2[C:30]2[CH:45]=[C:34]3[CH:33]=[CH:32][CH:31]=2)[CH2:15][CH2:14]1)[C:7]([O:9][CH3:10])=[O:8])([CH3:4])([CH3:3])[CH3:2].[CH3:52]N1CCCCC1CO.C[Zn]C, predict the reaction product. (4) Given the reactants [I-].C[S+](C)(C)=O.[CH3:7]C(O)(C)C.[CH2:12]([O:19][C:20]1[CH:25]=[CH:24][C:23](/[CH:26]=[CH:27]/[N+:28]([O-:30])=[O:29])=[CH:22][CH:21]=1)[C:13]1[CH:18]=[CH:17][CH:16]=[CH:15][CH:14]=1.O, predict the reaction product. The product is: [CH2:12]([O:19][C:20]1[CH:25]=[CH:24][C:23]([C@@H:26]2[CH2:7][C@H:27]2[N+:28]([O-:30])=[O:29])=[CH:22][CH:21]=1)[C:13]1[CH:14]=[CH:15][CH:16]=[CH:17][CH:18]=1. (5) Given the reactants C([O:3][C:4](=[O:20])[C@@H:5]([O:18][CH3:19])[CH2:6][C:7]1[CH:12]=[CH:11][C:10]([O:13][CH2:14][C:15]([OH:17])=O)=[CH:9][CH:8]=1)C.[F:21][C:22]([F:36])([F:35])[C:23]1[CH:28]=[CH:27][C:26]([N:29]2[CH2:34][CH2:33][NH:32][CH2:31][CH2:30]2)=[CH:25][CH:24]=1.C(O[C@@H](CC1C=CC(O[C@@H](C(=O)NCCC2C=CC(OC3C=CC=CC=3)=CC=2)C)=CC=1)C(O)=O)C, predict the reaction product. The product is: [CH3:19][O:18][C@@H:5]([CH2:6][C:7]1[CH:8]=[CH:9][C:10]([O:13][CH2:14][C:15](=[O:17])[N:32]2[CH2:31][CH2:30][N:29]([C:26]3[CH:25]=[CH:24][C:23]([C:22]([F:35])([F:36])[F:21])=[CH:28][CH:27]=3)[CH2:34][CH2:33]2)=[CH:11][CH:12]=1)[C:4]([OH:3])=[O:20]. (6) Given the reactants N1C=CN=C1.C(Br)(Br)(Br)Br.C1(P(C2C=CC=CC=2)C2C=CC=CC=2)C=CC=CC=1.[CH3:30][O:31][C:32]1[CH:33]=[C:34](/[CH:44]=[CH:45]/[C:46]([NH:48][NH:49][C:50](=[O:62])[CH2:51][CH2:52][CH2:53][C:54](=[O:61])[C:55]2[CH:60]=[CH:59][CH:58]=[CH:57][CH:56]=2)=O)[CH:35]=[CH:36][C:37]=1[N:38]1[CH:42]=[C:41]([CH3:43])[N:40]=[CH:39]1, predict the reaction product. The product is: [CH3:30][O:31][C:32]1[CH:33]=[C:34](/[CH:44]=[CH:45]/[C:46]2[O:62][C:50]([CH2:51][CH:52]=[CH:53][C:54]([C:55]3[CH:60]=[CH:59][CH:58]=[CH:57][CH:56]=3)=[O:61])=[N:49][N:48]=2)[CH:35]=[CH:36][C:37]=1[N:38]1[CH:42]=[C:41]([CH3:43])[N:40]=[CH:39]1. (7) Given the reactants C1COCC1.[F:6][C:7]1[CH:8]=[C:9]([CH:13]=[CH:14][C:15]=1[F:16])[C:10](Cl)=[O:11].Cl.[CH3:18][CH:19]1[CH2:23][CH2:22][CH2:21][CH:20]1[NH2:24].C(N(CC)CC)C, predict the reaction product. The product is: [CH3:18][CH:19]1[CH2:23][CH2:22][CH2:21][CH:20]1[NH:24][C:10](=[O:11])[C:9]1[CH:13]=[CH:14][C:15]([F:16])=[C:7]([F:6])[CH:8]=1.